Dataset: Reaction yield outcomes from USPTO patents with 853,638 reactions. Task: Predict the reaction yield, written as a fraction of the theoretical maximum amount of product (1.0 means a 100% yield; for example, 0.34 means a 34% yield). (1) The reactants are Cl[CH2:2][C:3]1[CH:13]=[CH:12][C:6]2[O:7][C:8]([F:11])([F:10])[O:9][C:5]=2[CH:4]=1.[C-:14]#[N:15].[Na+].O.C(OC)(C)(C)C. The catalyst is CS(C)=O. The product is [F:10][C:8]1([F:11])[O:7][C:6]2[CH:12]=[CH:13][C:3]([CH2:2][C:14]#[N:15])=[CH:4][C:5]=2[O:9]1. The yield is 0.950. (2) The reactants are [CH2:1]([S:3]([C:6]1[CH:11]=[CH:10][C:9]([C:12]2[C:17]([F:18])=[CH:16][CH:15]=[C:14](B(O)O)[CH:13]=2)=[CH:8][CH:7]=1)(=[O:5])=[O:4])[CH3:2].Cl[C:23]1[C:24]2[N:31]=[CH:30][N:29]([CH:32]([CH3:34])[CH3:33])[C:25]=2[N:26]=[N:27][CH:28]=1.P([O-])([O-])[O-].[K+].[K+].[K+].C1(P(C2CCCCC2)C2CCCCC2)CCCCC1. The catalyst is O1CCOCC1.O. The product is [CH2:1]([S:3]([C:6]1[CH:11]=[CH:10][C:9]([C:12]2[C:17]([F:18])=[CH:16][CH:15]=[C:14]([C:23]3[C:24]4[N:31]=[CH:30][N:29]([CH:32]([CH3:34])[CH3:33])[C:25]=4[N:26]=[N:27][CH:28]=3)[CH:13]=2)=[CH:8][CH:7]=1)(=[O:5])=[O:4])[CH3:2]. The yield is 0.270. (3) The yield is 0.900. The reactants are [I:1]N1C(=O)CCC1=O.[OH:9][C:10]1[N:17]=[CH:16][CH:15]=[CH:14][C:11]=1[C:12]#[N:13]. The product is [OH:9][C:10]1[N:17]=[CH:16][C:15]([I:1])=[CH:14][C:11]=1[C:12]#[N:13]. The catalyst is CN(C)C=O. (4) The reactants are [CH3:1][S:2](Cl)(=[O:4])=[O:3].[NH2:6][C:7]1[C:26]([C:27]2[CH:28]=[C:29]([CH:35]=[CH:36][CH:37]=2)[C:30]([O:32][CH2:33][CH3:34])=[O:31])=[CH:25][C:10]2[C:11]([C:21](=[O:24])[NH:22][CH3:23])=[C:12]([C:14]3[CH:19]=[CH:18][C:17]([F:20])=[CH:16][CH:15]=3)[O:13][C:9]=2[CH:8]=1. The yield is 0.610. The catalyst is N1C=CC=CC=1. The product is [F:20][C:17]1[CH:18]=[CH:19][C:14]([C:12]2[O:13][C:9]3[CH:8]=[C:7]([NH:6][S:2]([CH3:1])(=[O:4])=[O:3])[C:26]([C:27]4[CH:28]=[C:29]([CH:35]=[CH:36][CH:37]=4)[C:30]([O:32][CH2:33][CH3:34])=[O:31])=[CH:25][C:10]=3[C:11]=2[C:21](=[O:24])[NH:22][CH3:23])=[CH:15][CH:16]=1. (5) The reactants are [CH3:1][N:2]1[CH:7]=[CH:6][C:5]2[CH2:8][CH2:9][CH2:10][C:4]=2[C:3]1=[O:11].C1C(=O)N([Br:19])C(=O)C1. The catalyst is C(#N)C. The product is [Br:19][C:6]1[C:5]2[CH2:8][CH2:9][CH2:10][C:4]=2[C:3](=[O:11])[N:2]([CH3:1])[CH:7]=1. The yield is 0.895. (6) The reactants are Br[C:2]1[S:3][CH:4]=[CH:5][CH:6]=1.[Li]CCCC.[Cl:12][C:13]1[CH:18]=[CH:17][CH:16]=[CH:15][C:14]=1[C:19]1[N:20]([C:35]2[CH:40]=[CH:39][C:38]([Cl:41])=[CH:37][CH:36]=2)[C:21]([CH2:33][CH3:34])=[C:22]([C:24](N2CCC(=O)CC2)=[O:25])[N:23]=1. The catalyst is C1COCC1.CCCCCC. The product is [Cl:12][C:13]1[CH:18]=[CH:17][CH:16]=[CH:15][C:14]=1[C:19]1[N:20]([C:35]2[CH:36]=[CH:37][C:38]([Cl:41])=[CH:39][CH:40]=2)[C:21]([CH2:33][CH3:34])=[C:22]([C:24]([C:2]2[S:3][CH:4]=[CH:5][CH:6]=2)=[O:25])[N:23]=1. The yield is 0.310. (7) The reactants are Br[C:2]1[N:3]=[C:4]([C:9]2[O:10][C:11]([C:14]([CH3:17])([CH3:16])[CH3:15])=[N:12][N:13]=2)[C:5]([NH2:8])=[N:6][CH:7]=1.C1(P(C2CCCCC2)C2C=CC=CC=2C2C(C(C)C)=CC(C(C)C)=CC=2C(C)C)CCCCC1.[C:52]([Zn]C#N)#[N:53]. The catalyst is CC(N(C)C)=O.C1C=CC(/C=C/C(/C=C/C2C=CC=CC=2)=O)=CC=1.C1C=CC(/C=C/C(/C=C/C2C=CC=CC=2)=O)=CC=1.C1C=CC(/C=C/C(/C=C/C2C=CC=CC=2)=O)=CC=1.[Pd].[Pd].[Zn]. The product is [NH2:8][C:5]1[N:6]=[CH:7][C:2]([C:52]#[N:53])=[N:3][C:4]=1[C:9]1[O:10][C:11]([C:14]([CH3:17])([CH3:16])[CH3:15])=[N:12][N:13]=1. The yield is 0.950. (8) The reactants are [Cl:1][C:2]1[CH:3]=[C:4]2[C:8](=[CH:9][CH:10]=1)[NH:7][C:6](=[O:11])[CH2:5]2.C[C:13]1[CH:17]=[C:16](C)[NH:15][C:14]=1[CH:19]=O.N1CCCCC1. The catalyst is CCO. The product is [Cl:1][C:2]1[CH:3]=[C:4]2[C:8](=[CH:9][CH:10]=1)[NH:7][C:6](=[O:11])[C:5]2=[CH:19][C:14]1[NH:15][CH:16]=[CH:17][CH:13]=1. The yield is 0.400. (9) The catalyst is ClCCCl. The product is [Br:1][C:2]1[CH:10]=[C:9]([CH2:11][Br:12])[CH:8]=[CH:7][C:3]=1[C:4]([OH:6])=[O:5]. The reactants are [Br:1][C:2]1[CH:10]=[C:9]([CH3:11])[CH:8]=[CH:7][C:3]=1[C:4]([OH:6])=[O:5].[Br:12]N1C(=O)CCC1=O.CC(N=NC(C#N)(C)C)(C#N)C. The yield is 0.520.